Dataset: Forward reaction prediction with 1.9M reactions from USPTO patents (1976-2016). Task: Predict the product of the given reaction. Given the reactants [C:1]1([CH:7]2[N:12]([S:13]([C:16]3[CH:21]=[CH:20][C:19]([CH3:22])=[CH:18][CH:17]=3)(=[O:15])=[O:14])[CH2:11][CH:10]3[C:8]2([C:23]([OH:25])=O)[CH2:9]3)[CH:6]=[CH:5][CH:4]=[CH:3][CH:2]=1.S(Cl)([Cl:28])=O, predict the reaction product. The product is: [C:1]1([CH:7]2[N:12]([S:13]([C:16]3[CH:21]=[CH:20][C:19]([CH3:22])=[CH:18][CH:17]=3)(=[O:15])=[O:14])[CH2:11][CH:10]3[C:8]2([C:23]([Cl:28])=[O:25])[CH2:9]3)[CH:6]=[CH:5][CH:4]=[CH:3][CH:2]=1.